Dataset: Forward reaction prediction with 1.9M reactions from USPTO patents (1976-2016). Task: Predict the product of the given reaction. (1) The product is: [ClH:27].[NH2:19][C@@H:17]1[CH2:18][C@H:16]1[C:11]1[CH:12]=[CH:13][C:14]([F:15])=[C:9]([CH:10]=1)[C:7]([NH:6][CH:1]1[CH2:5][CH2:4][CH2:3][CH2:2]1)=[O:8]. Given the reactants [CH:1]1([NH:6][C:7]([C:9]2[CH:10]=[C:11]([C@@H:16]3[CH2:18][C@H:17]3[NH:19]C(=O)OC(C)(C)C)[CH:12]=[CH:13][C:14]=2[F:15])=[O:8])[CH2:5][CH2:4][CH2:3][CH2:2]1.[ClH:27].C(OCC)(=O)C, predict the reaction product. (2) The product is: [C:1]([C:4]1[CH:5]=[C:6]([CH:17]=[CH:18][CH:19]=1)[O:7][C:8]1[CH:9]=[CH:10][C:11]([N+:14]([O-:16])=[O:15])=[CH:12][CH:13]=1)([OH:3])=[O:2].[O:25]1[CH2:24][CH2:23][CH2:22][CH:21]1[CH2:20][NH:26][C:1]([C:4]1[CH:5]=[C:6]([CH:17]=[CH:18][CH:19]=1)[O:7][C:8]1[CH:13]=[CH:12][C:11]([N+:14]([O-:16])=[O:15])=[CH:10][CH:9]=1)=[O:3]. Given the reactants [C:1]([C:4]1[CH:5]=[C:6]([CH:17]=[CH:18][CH:19]=1)[O:7][C:8]1[CH:13]=[CH:12][C:11]([N+:14]([O-:16])=[O:15])=[CH:10][CH:9]=1)([OH:3])=[O:2].[CH2:20]([NH2:26])[CH:21]1[O:25][CH2:24][CH2:23][CH2:22]1, predict the reaction product. (3) The product is: [CH3:26][C:18]1[C:19]([C:21]([O:23][CH2:24][CH3:25])=[O:22])=[CH:20][N:16]([C:14]2[CH:13]=[CH:12][N:11]=[C:10]([S:40][CH3:36])[N:15]=2)[N:17]=1. Given the reactants CC1C=C(N[C:10]2[N:15]=[C:14]([N:16]3[CH:20]=[C:19]([C:21]([O:23][CH2:24][CH3:25])=[O:22])[C:18]([CH3:26])=[N:17]3)[CH:13]=[CH:12][N:11]=2)C=C(C)C=1.C(=O)([O-])[O-].[K+].[K+].ClC1C=CN=[C:36]([S:40]C)N=1, predict the reaction product. (4) Given the reactants [S:1]1[C:5]2[CH:6]=[CH:7][CH:8]=[C:9]([O:10][C:11]3[CH:16]=[CH:15][C:14]([NH:17][C:18]4[C:19]5[N:26]([CH2:27][CH2:28][NH:29][C:30](=[O:34])[CH:31]([F:33])[F:32])[CH:25]=[CH:24][C:20]=5[N:21]=[CH:22][N:23]=4)=[CH:13][C:12]=3[Cl:35])[C:4]=2[CH:3]=[N:2]1.[CH3:36][S:37]([OH:40])(=[O:39])=[O:38].C(OCC)C, predict the reaction product. The product is: [CH3:36][S:37]([O:40][N:29]([CH2:28][CH2:27][N:26]1[C:19]2[C:18]([NH:17][C:14]3[CH:15]=[CH:16][C:11]([O:10][C:9]4[C:4]5[CH:3]=[N:2][S:1][C:5]=5[CH:6]=[CH:7][CH:8]=4)=[C:12]([Cl:35])[CH:13]=3)=[N:23][CH:22]=[N:21][C:20]=2[CH:24]=[CH:25]1)[C:30](=[O:34])[CH:31]([F:32])[F:33])(=[O:39])=[O:38]. (5) Given the reactants Br[C:2]1[N:6]2[CH:7]=[C:8]([C:11]([O:13][CH3:14])=[O:12])[N:9]=[CH:10][C:5]2=[N:4][CH:3]=1.[C:15]([CH2:17][O:18][C:19]1[CH:24]=[CH:23][C:22](B(O)O)=[CH:21][CH:20]=1)#[N:16].OP([O-])([O-])=O.[K+].[K+], predict the reaction product. The product is: [C:15]([CH2:17][O:18][C:19]1[CH:24]=[CH:23][C:22]([C:2]2[N:6]3[CH:7]=[C:8]([C:11]([O:13][CH3:14])=[O:12])[N:9]=[CH:10][C:5]3=[N:4][CH:3]=2)=[CH:21][CH:20]=1)#[N:16].